From a dataset of Reaction yield outcomes from USPTO patents with 853,638 reactions. Predict the reaction yield, written as a fraction of the theoretical maximum amount of product (1.0 means a 100% yield; for example, 0.34 means a 34% yield). The yield is 0.310. The reactants are Cl[C:2]1[N:7]=[C:6]([NH:8][C:9]([C:11]2([C:14]3[CH:24]=[CH:23][C:17]4[O:18][C:19]([F:22])([F:21])[O:20][C:16]=4[CH:15]=3)[CH2:13][CH2:12]2)=[O:10])[CH:5]=[CH:4][C:3]=1[CH3:25].[F:26][C:27]1[CH:28]=[C:29](B2OC(C)(C)C(C)(C)O2)[C:30]([O:33][CH3:34])=[N:31][CH:32]=1.C(=O)([O-])[O-].[Na+].[Na+]. The catalyst is COCCOC.C1C=CC([P]([Pd]([P](C2C=CC=CC=2)(C2C=CC=CC=2)C2C=CC=CC=2)([P](C2C=CC=CC=2)(C2C=CC=CC=2)C2C=CC=CC=2)[P](C2C=CC=CC=2)(C2C=CC=CC=2)C2C=CC=CC=2)(C2C=CC=CC=2)C2C=CC=CC=2)=CC=1. The product is [F:21][C:19]1([F:22])[O:18][C:17]2[CH:23]=[CH:24][C:14]([C:11]3([C:9]([NH:8][C:6]4[N:7]=[C:2]([C:29]5[C:30]([O:33][CH3:34])=[N:31][CH:32]=[C:27]([F:26])[CH:28]=5)[C:3]([CH3:25])=[CH:4][CH:5]=4)=[O:10])[CH2:13][CH2:12]3)=[CH:15][C:16]=2[O:20]1.